Predict which catalyst facilitates the given reaction. From a dataset of Catalyst prediction with 721,799 reactions and 888 catalyst types from USPTO. (1) Reactant: [C:1]12[C:7](=[CH:8][CH:9]=[CH:10][CH:11]=1)[NH:6]C(=O)[O:4][C:2]2=O.[NH2:13][C:14]1[CH:19]=[CH:18][C:17]([NH:20][S:21]([CH:24]([CH3:26])[CH3:25])(=[O:23])=[O:22])=[CH:16][CH:15]=1. Product: [NH2:6][C:7]1[CH:8]=[CH:9][CH:10]=[CH:11][C:1]=1[C:2]([NH:13][C:14]1[CH:19]=[CH:18][C:17]([NH:20][S:21]([CH:24]([CH3:26])[CH3:25])(=[O:23])=[O:22])=[CH:16][CH:15]=1)=[O:4]. The catalyst class is: 3. (2) Reactant: Br[C:2]1[S:3][C:4]2[C:10]([C:11]3[CH:16]=[CH:15][C:14]([Cl:17])=[CH:13][CH:12]=3)=[C:9]([C@H:18]([O:24][C:25]([CH3:28])([CH3:27])[CH3:26])[C:19]([O:21][CH2:22][CH3:23])=[O:20])[C:8]([CH3:29])=[CH:7][C:5]=2[N:6]=1.[CH3:30][C:31]1[NH:32][C:33]2[CH2:38][CH2:37][NH:36][CH2:35][C:34]=2[N:39]=1.C([O-])([O-])=O.[Cs+].[Cs+]. Product: [C:25]([O:24][C@@H:18]([C:9]1[C:8]([CH3:29])=[CH:7][C:5]2[N:6]=[C:2]([N:36]3[CH2:37][CH2:38][C:33]4[NH:32][C:31]([CH3:30])=[N:39][C:34]=4[CH2:35]3)[S:3][C:4]=2[C:10]=1[C:11]1[CH:16]=[CH:15][C:14]([Cl:17])=[CH:13][CH:12]=1)[C:19]([O:21][CH2:22][CH3:23])=[O:20])([CH3:28])([CH3:27])[CH3:26]. The catalyst class is: 10.